From a dataset of NCI-60 drug combinations with 297,098 pairs across 59 cell lines. Regression. Given two drug SMILES strings and cell line genomic features, predict the synergy score measuring deviation from expected non-interaction effect. Drug 1: CC1=C2C(C(=O)C3(C(CC4C(C3C(C(C2(C)C)(CC1OC(=O)C(C(C5=CC=CC=C5)NC(=O)OC(C)(C)C)O)O)OC(=O)C6=CC=CC=C6)(CO4)OC(=O)C)O)C)O. Drug 2: C#CCC(CC1=CN=C2C(=N1)C(=NC(=N2)N)N)C3=CC=C(C=C3)C(=O)NC(CCC(=O)O)C(=O)O. Cell line: NCI-H460. Synergy scores: CSS=60.6, Synergy_ZIP=2.61, Synergy_Bliss=0.177, Synergy_Loewe=-18.1, Synergy_HSA=0.214.